The task is: Predict the reactants needed to synthesize the given product.. This data is from Full USPTO retrosynthesis dataset with 1.9M reactions from patents (1976-2016). (1) Given the product [CH2:19]([O:18][C:16](=[O:17])[C:15]1[C:21]([NH:23][C:24]2[CH:29]=[CH:28][C:27]([I:30])=[CH:26][C:25]=2[F:31])=[CH:22][C:12]([NH:8][CH2:7][C:6]2[CH:9]=[CH:10][C:3]([O:2][CH3:1])=[CH:4][CH:5]=2)=[N:13][CH:14]=1)[CH3:20], predict the reactants needed to synthesize it. The reactants are: [CH3:1][O:2][C:3]1[CH:10]=[CH:9][C:6]([CH2:7][NH2:8])=[CH:5][CH:4]=1.Cl[C:12]1[CH:22]=[C:21]([NH:23][C:24]2[CH:29]=[CH:28][C:27]([I:30])=[CH:26][C:25]=2[F:31])[C:15]([C:16]([O:18][CH2:19][CH3:20])=[O:17])=[CH:14][N:13]=1. (2) The reactants are: [CH3:1][O:2][C:3]1[CH:4]=[C:5]([CH:10]=[C:11]([O:13][CH3:14])[CH:12]=1)[C:6]([O:8]C)=[O:7].[C:15](Cl)(=[O:18])[CH2:16][CH3:17]. Given the product [CH3:1][O:2][C:3]1[C:4]([C:15](=[O:18])[CH2:16][CH3:17])=[C:5]([CH:10]=[C:11]([O:13][CH3:14])[CH:12]=1)[C:6]([OH:8])=[O:7], predict the reactants needed to synthesize it. (3) Given the product [NH2:24][C:20]1([C:17]2[CH:16]=[CH:15][C:14]([C:12]3[O:13][C:7]4[N:6]=[C:5]([NH:38][CH2:39][CH2:40][OH:41])[N:4]([CH2:3][CH2:2][F:1])[C:9](=[O:10])[C:8]=4[C:11]=3[C:32]3[CH:33]=[CH:34][CH:35]=[CH:36][CH:37]=3)=[CH:19][CH:18]=2)[CH2:21][CH2:22][CH2:23]1, predict the reactants needed to synthesize it. The reactants are: [F:1][CH2:2][CH2:3][N:4]1[C:9](=[O:10])[C:8]2[C:11]([C:32]3[CH:37]=[CH:36][CH:35]=[CH:34][CH:33]=3)=[C:12]([C:14]3[CH:19]=[CH:18][C:17]([C:20]4([NH:24]C(=O)OC(C)(C)C)[CH2:23][CH2:22][CH2:21]4)=[CH:16][CH:15]=3)[O:13][C:7]=2[N:6]=[C:5]1[NH:38][CH2:39][CH2:40][OH:41].